This data is from Forward reaction prediction with 1.9M reactions from USPTO patents (1976-2016). The task is: Predict the product of the given reaction. (1) The product is: [F:18][CH:19]([F:30])[CH2:20][O:21][CH2:22][CH:23]1[CH2:28][CH2:27][CH:26]([N:1]2[CH2:2][CH2:3][CH:4]([N:7]3[C:12](=[O:13])[CH2:11][O:10][C@H:9]4[CH2:14][CH2:15][CH2:16][CH2:17][C@H:8]34)[CH2:5][CH2:6]2)[CH2:25][CH2:24]1. Given the reactants [NH:1]1[CH2:6][CH2:5][CH:4]([N:7]2[C:12](=[O:13])[CH2:11][O:10][C@H:9]3[CH2:14][CH2:15][CH2:16][CH2:17][C@H:8]23)[CH2:3][CH2:2]1.[F:18][CH:19]([F:30])[CH2:20][O:21][CH2:22][CH:23]1[CH2:28][CH2:27][C:26](=O)[CH2:25][CH2:24]1, predict the reaction product. (2) Given the reactants [CH2:1]([N:8]1[CH2:12][C@@H:11]([N+:13]([O-])=O)[C@H:10]([C:16]2[CH:21]=[C:20]([F:22])[C:19]([F:23])=[CH:18][C:17]=2[F:24])[CH2:9]1)[C:2]1[CH:7]=[CH:6][CH:5]=[CH:4][CH:3]=1, predict the reaction product. The product is: [CH2:1]([N:8]1[CH2:9][C@@H:10]([C:16]2[CH:21]=[C:20]([F:22])[C:19]([F:23])=[CH:18][C:17]=2[F:24])[C@H:11]([NH2:13])[CH2:12]1)[C:2]1[CH:3]=[CH:4][CH:5]=[CH:6][CH:7]=1. (3) Given the reactants Cl[C:2]1[CH:7]=[C:6]([C:8]2[CH:13]=[CH:12][C:11]([C:14]([F:17])([F:16])[F:15])=[CH:10][CH:9]=2)[N:5]=[CH:4][N:3]=1.[OH:18][C:19]1[CH:28]=[C:27]2[C:22]([CH:23]=[CH:24][CH:25]=[N:26]2)=[CH:21][CH:20]=1.[H-].[Na+], predict the reaction product. The product is: [F:15][C:14]([F:17])([F:16])[C:11]1[CH:12]=[CH:13][C:8]([C:6]2[N:5]=[CH:4][N:3]=[C:2]([O:18][C:19]3[CH:28]=[C:27]4[C:22]([CH:23]=[CH:24][CH:25]=[N:26]4)=[CH:21][CH:20]=3)[CH:7]=2)=[CH:9][CH:10]=1.